Dataset: Full USPTO retrosynthesis dataset with 1.9M reactions from patents (1976-2016). Task: Predict the reactants needed to synthesize the given product. (1) Given the product [OH:29][C@@H:25]([CH2:24][C:30]([OH:32])=[O:31])[C:26]([OH:28])=[O:27].[NH2:1][C@H:2]1[CH2:7][C@@H:6]([C:8]2[CH:13]=[C:12]([F:14])[CH:11]=[C:10]([F:15])[C:9]=2[F:16])[C@@H:5]([CH3:17])[N:4]([CH2:18][C:19]([F:22])([F:21])[F:20])[C:3]1=[O:23], predict the reactants needed to synthesize it. The reactants are: [NH2:1][CH:2]1[CH2:7][C@@H:6]([C:8]2[CH:13]=[C:12]([F:14])[CH:11]=[C:10]([F:15])[C:9]=2[F:16])[C@@H:5]([CH3:17])[N:4]([CH2:18][C:19]([F:22])([F:21])[F:20])[C:3]1=[O:23].[CH2:24]([C:30]([OH:32])=[O:31])[C@H:25]([OH:29])[C:26]([OH:28])=[O:27]. (2) Given the product [CH:1]1[C:2]([CH2:10][C@@H:11]([NH2:28])[CH2:12][C:13]([N:15]2[CH2:27][C:19]3=[N:20][N:21]=[C:22]([C:23]([F:26])([F:25])[F:24])[N:18]3[CH2:17][CH2:16]2)=[O:14])=[C:3]([F:9])[CH:4]=[C:5]([F:8])[C:6]=1[F:7].[C:29]([O-:41])(=[O:40])[CH2:30][C:31]([CH2:36][C:37]([O-:39])=[O:38])([C:33]([O-:35])=[O:34])[OH:32], predict the reactants needed to synthesize it. The reactants are: [CH:1]1[C:2]([CH2:10][C@@H:11]([NH2:28])[CH2:12][C:13]([N:15]2[CH2:27][C:19]3=[N:20][N:21]=[C:22]([C:23]([F:26])([F:25])[F:24])[N:18]3[CH2:17][CH2:16]2)=[O:14])=[C:3]([F:9])[CH:4]=[C:5]([F:8])[C:6]=1[F:7].[C:29]([OH:41])(=[O:40])[CH2:30][C:31]([CH2:36][C:37]([OH:39])=[O:38])([C:33]([OH:35])=[O:34])[OH:32]. (3) Given the product [S:33]1[C:29]2[CH:28]=[C:27]([NH:26][C:13]3[N:12]=[C:11]([NH:16][C:17]([CH3:25])([C:19]4[CH:24]=[CH:23][CH:22]=[CH:21][CH:20]=4)[CH3:18])[N:10]=[C:9]([O:8][CH2:1][C:2]4[CH:7]=[CH:6][CH:5]=[CH:4][CH:3]=4)[N:14]=3)[CH:35]=[CH:34][C:30]=2[N:31]=[CH:32]1, predict the reactants needed to synthesize it. The reactants are: [CH2:1]([O:8][C:9]1[N:14]=[C:13](Cl)[N:12]=[C:11]([NH:16][C:17]([CH3:25])([C:19]2[CH:24]=[CH:23][CH:22]=[CH:21][CH:20]=2)[CH3:18])[N:10]=1)[C:2]1[CH:7]=[CH:6][CH:5]=[CH:4][CH:3]=1.[NH2:26][C:27]1[CH:35]=[CH:34][C:30]2[N:31]=[CH:32][S:33][C:29]=2[CH:28]=1.CCN(C(C)C)C(C)C. (4) Given the product [Cl:36][CH2:8][C@H:2]([OH:1])[CH2:3][C:4]([O:6][CH3:7])=[O:5], predict the reactants needed to synthesize it. The reactants are: [OH:1][C@@H:2]([CH2:8]O)[CH2:3][C:4]([O:6][CH3:7])=[O:5].C1C=CC(P(C2C=CC=CC=2)C2C=CC=CC=2)=CC=1.C1C(=O)N([Cl:36])C(=O)C1.